This data is from hERG Central: cardiac toxicity at 1µM, 10µM, and general inhibition. The task is: Predict hERG channel inhibition at various concentrations. (1) The molecule is COc1cc(CNc2ncc(-c3ccc(Br)cc3)n2C)cc(OC)c1O.O=C(O)C(=O)O. Results: hERG_inhib (hERG inhibition (general)): blocker. (2) The molecule is O=C(NCc1ccccc1)C1=C[C@H](c2coc3ccccc3c2=O)C[C@H](OCCCCO)O1. Results: hERG_inhib (hERG inhibition (general)): blocker. (3) The molecule is COC(=O)c1cc(S(=O)(=O)NCC2CCN(Cc3ccc(C)cc3)CC2)cn1C. Results: hERG_inhib (hERG inhibition (general)): blocker. (4) The molecule is COCc1ccc(C(=O)N2CCC(CCC(=O)NCc3ccc(F)cc3)CC2)o1. Results: hERG_inhib (hERG inhibition (general)): blocker. (5) The molecule is COc1cc(/C=N/Nc2ncc(C(F)(F)F)cc2Cl)cc(OC)c1O. Results: hERG_inhib (hERG inhibition (general)): blocker.